This data is from Forward reaction prediction with 1.9M reactions from USPTO patents (1976-2016). The task is: Predict the product of the given reaction. (1) Given the reactants F[C:2]1[CH:7]=[CH:6][C:5]([C:8]([F:11])([F:10])[F:9])=[CH:4][C:3]=1[N+:12]([O-:14])=[O:13].CN1CCCC1=O.[CH:22]([NH2:25])([CH3:24])[CH3:23], predict the reaction product. The product is: [CH:22]([NH:25][C:2]1[CH:7]=[CH:6][C:5]([C:8]([F:11])([F:10])[F:9])=[CH:4][C:3]=1[N+:12]([O-:14])=[O:13])([CH3:24])[CH3:23]. (2) Given the reactants C(OC([N:8]1[CH2:13][CH2:12][C:11](=[CH:14][C:15]2[CH:20]=[CH:19][CH:18]=[C:17]([O:21][C:22]3[CH:27]=[CH:26][C:25]([C:28]([F:31])([F:30])[F:29])=[CH:24][N:23]=3)[CH:16]=2)[CH2:10][CH2:9]1)=O)(C)(C)C.[ClH:32].O1CCOCC1, predict the reaction product. The product is: [ClH:32].[NH:8]1[CH2:13][CH2:12][C:11](=[CH:14][C:15]2[CH:16]=[C:17]([CH:18]=[CH:19][CH:20]=2)[O:21][C:22]2[CH:27]=[CH:26][C:25]([C:28]([F:31])([F:29])[F:30])=[CH:24][N:23]=2)[CH2:10][CH2:9]1. (3) Given the reactants [ClH:1].Cl.[CH2:3]([C:7]1[N:8]=[N:9][C:10]([O:32][CH:33]2[CH2:38][CH2:37][NH:36][CH2:35][CH2:34]2)=[CH:11][C:12]=1[C:13]1[CH:18]=[CH:17][C:16]([O:19][CH:20]2[CH2:25][CH2:24][CH2:23][CH2:22][CH2:21]2)=[C:15]([C:26]2[CH:27]=[N:28][N:29]([CH3:31])[CH:30]=2)[CH:14]=1)[CH2:4][CH2:5][CH3:6].C=O.O.[C:42](O[BH-](OC(=O)C)OC(=O)C)(=O)C.[Na+], predict the reaction product. The product is: [ClH:1].[ClH:1].[CH2:3]([C:7]1[N:8]=[N:9][C:10]([O:32][CH:33]2[CH2:38][CH2:37][N:36]([CH3:42])[CH2:35][CH2:34]2)=[CH:11][C:12]=1[C:13]1[CH:18]=[CH:17][C:16]([O:19][CH:20]2[CH2:21][CH2:22][CH2:23][CH2:24][CH2:25]2)=[C:15]([C:26]2[CH:27]=[N:28][N:29]([CH3:31])[CH:30]=2)[CH:14]=1)[CH2:4][CH2:5][CH3:6]. (4) Given the reactants I[C:2]1[CH:22]=[C:21]([CH3:23])[C:20]([CH3:24])=[CH:19][C:3]=1[O:4][C:5]1[C:14]2[C:9](=[CH:10][C:11]([O:17][CH3:18])=[C:12]([O:15][CH3:16])[CH:13]=2)[N:8]=[CH:7][CH:6]=1.C([Sn](CCCC)(CCCC)[C:30]1[CH:35]=[CH:34][CH:33]=[CH:32][N:31]=1)CCC.[Cl-].[Li+].O, predict the reaction product. The product is: [CH3:23][C:21]1[C:20]([CH3:24])=[CH:19][C:3]([O:4][C:5]2[C:14]3[C:9](=[CH:10][C:11]([O:17][CH3:18])=[C:12]([O:15][CH3:16])[CH:13]=3)[N:8]=[CH:7][CH:6]=2)=[C:2]([C:30]2[CH:35]=[CH:34][CH:33]=[CH:32][N:31]=2)[CH:22]=1. (5) Given the reactants [CH3:1][C:2]1[CH:11]=[CH:10][C:9]2[C:4](=[CH:5][CH:6]=[CH:7][C:8]=2[N:12]2[CH2:17][CH2:16][N:15]([CH2:18][CH2:19][C:20]3[CH:21]=[C:22]([CH:24]=[CH:25][CH:26]=3)[NH2:23])[CH2:14][CH2:13]2)[N:3]=1.Cl[C:28]([O:30][CH3:31])=[O:29], predict the reaction product. The product is: [CH3:1][C:2]1[CH:11]=[CH:10][C:9]2[C:4](=[CH:5][CH:6]=[CH:7][C:8]=2[N:12]2[CH2:13][CH2:14][N:15]([CH2:18][CH2:19][C:20]3[CH:21]=[C:22]([NH:23][C:28](=[O:29])[O:30][CH3:31])[CH:24]=[CH:25][CH:26]=3)[CH2:16][CH2:17]2)[N:3]=1. (6) Given the reactants [H-].[Na+].Cl.[NH2:4][CH:5]1[CH2:14][C:13]2[C:8](=[CH:9][CH:10]=[CH:11][CH:12]=2)[NH:7][C:6]1=[O:15].CS(O[CH2:21][CH:22]1[CH2:26][O:25][C:24]([CH3:28])([CH3:27])[O:23]1)(=O)=O, predict the reaction product. The product is: [NH2:4][CH:5]1[CH2:14][C:13]2[C:8](=[CH:9][CH:10]=[CH:11][CH:12]=2)[N:7]([CH2:21][CH:22]2[CH2:26][O:25][C:24]([CH3:28])([CH3:27])[O:23]2)[C:6]1=[O:15]. (7) The product is: [CH3:1][C:2]1([CH3:28])[S:7][CH2:6][CH2:5][N:4]([S:8]([C:11]2[CH:12]=[CH:13][C:14]([O:17][CH2:18][C:19]#[CH:20])=[CH:15][CH:16]=2)(=[O:9])=[O:10])[C@H:3]1[C:21]([OH:23])=[O:22]. Given the reactants [CH3:1][C:2]1([CH3:28])[S:7][CH2:6][CH2:5][N:4]([S:8]([C:11]2[CH:16]=[CH:15][C:14]([O:17][CH2:18][C:19]#[CH:20])=[CH:13][CH:12]=2)(=[O:10])=[O:9])[C@H:3]1[C:21]([O:23]C(C)(C)C)=[O:22].Cl, predict the reaction product. (8) Given the reactants Cl[C:2]1[C:11]2=[N:12][N:13](CC3C=CC(OC)=CC=3)[CH:14]=[C:10]2[C:9]2[CH:8]=[C:7]([O:24][CH3:25])[CH:6]=[CH:5][C:4]=2[N:3]=1.[CH3:26][N:27]1[CH2:32][CH2:31][CH:30]([C:33]2[CH:39]=[CH:38][C:36]([NH2:37])=[CH:35][CH:34]=2)[CH2:29][CH2:28]1.Cl, predict the reaction product. The product is: [CH3:25][O:24][C:7]1[CH:6]=[CH:5][C:4]2[N:3]=[C:2]([NH:37][C:36]3[CH:38]=[CH:39][C:33]([CH:30]4[CH2:29][CH2:28][N:27]([CH3:26])[CH2:32][CH2:31]4)=[CH:34][CH:35]=3)[C:11]3=[N:12][NH:13][CH:14]=[C:10]3[C:9]=2[CH:8]=1.